Predict the product of the given reaction. From a dataset of Forward reaction prediction with 1.9M reactions from USPTO patents (1976-2016). (1) Given the reactants C(=O)([O-])[O-].[K+].[K+].[CH2:7]([O:9][C:10]1[CH:19]=[CH:18][C:17]([F:20])=[CH:16][C:11]=1[C:12](=[O:15])[CH2:13]Br)[CH3:8].[SH:21][C:22]1[N:29]=[CH:28][CH:27]=[CH:26][C:23]=1[C:24]#[N:25], predict the reaction product. The product is: [NH2:25][C:24]1[C:23]2[C:22](=[N:29][CH:28]=[CH:27][CH:26]=2)[S:21][C:13]=1[C:12](=[O:15])[C:11]1[CH:16]=[C:17]([F:20])[CH:18]=[CH:19][C:10]=1[O:9][CH2:7][CH3:8]. (2) Given the reactants [N+:1]([C:4]1[CH:5]=[CH:6][C:7]([S:10][CH2:11][CH2:12][O:13][C:14](=[O:22])[C:15]2[CH:20]=[CH:19][CH:18]=[C:17]([Cl:21])[CH:16]=2)=[N:8][CH:9]=1)([O-:3])=[O:2].ClC1C=CC=C(C(O[O-])=[O:31])C=1, predict the reaction product. The product is: [N+:1]([C:4]1[CH:5]=[CH:6][C:7]([S:10]([CH2:11][CH2:12][O:13][C:14](=[O:22])[C:15]2[CH:20]=[CH:19][CH:18]=[C:17]([Cl:21])[CH:16]=2)=[O:31])=[N:8][CH:9]=1)([O-:3])=[O:2]. (3) The product is: [Cl:1][C:2]1[C:11]2[C:6](=[CH:7][CH:8]=[CH:9][CH:10]=2)[C:5]([OH:12])=[C:4]([C:13]([NH:30][C@@H:23]([CH2:24][OH:25])[C:22]([OH:31])=[O:21])=[O:15])[N:3]=1. Given the reactants [Cl:1][C:2]1[C:11]2[C:6](=[CH:7][CH:8]=[CH:9][CH:10]=2)[C:5]([OH:12])=[C:4]([C:13]([OH:15])=O)[N:3]=1.Cl.C([O:21][C:22](=[O:31])[C@@H:23]([NH2:30])[CH2:24][O:25]C(C)(C)C)(C)(C)C, predict the reaction product. (4) Given the reactants C[O:2][C:3](=[O:18])[C:4]1[CH:9]=[CH:8][C:7]([C:10]2[O:14][CH:13]=[N:12][CH:11]=2)=[C:6]([N+:15]([O-:17])=[O:16])[CH:5]=1.[OH-].[Na+], predict the reaction product. The product is: [N+:15]([C:6]1[CH:5]=[C:4]([CH:9]=[CH:8][C:7]=1[C:10]1[O:14][CH:13]=[N:12][CH:11]=1)[C:3]([OH:18])=[O:2])([O-:17])=[O:16]. (5) Given the reactants [C:1]([C:3]([C:11]1[S:12][C:13]([C:16]#[N:17])=[CH:14][CH:15]=1)([CH:8]([CH3:10])[CH3:9])[CH2:4][CH2:5][CH2:6]O)#[N:2].C(N(CC)CC)C.S(Cl)(C)(=O)=O.[I].[Na].[C:32]([O:36][C:37]([NH:39][C@@H:40]1[CH2:44][CH2:43][NH:42][CH2:41]1)=[O:38])([CH3:35])([CH3:34])[CH3:33], predict the reaction product. The product is: [C:1]([C:3]([C:11]1[S:12][C:13]([C:16]#[N:17])=[CH:14][CH:15]=1)([CH:8]([CH3:10])[CH3:9])[CH2:4][CH2:5][CH2:6][N:42]1[CH2:43][CH2:44][C@@H:40]([NH:39][C:37]([O:36][C:32]([CH3:35])([CH3:34])[CH3:33])=[O:38])[CH2:41]1)#[N:2]. (6) Given the reactants [CH3:1][N:2]1[C:10]2[C:5](=[CH:6][CH:7]=[C:8]([N+:11]([O-])=O)[CH:9]=2)[CH:4]=[N:3]1.[H][H], predict the reaction product. The product is: [CH3:1][N:2]1[C:10]2[C:5](=[CH:6][CH:7]=[C:8]([NH2:11])[CH:9]=2)[CH:4]=[N:3]1. (7) Given the reactants C(O[C:6]([N:8](C)[O:9][C:10](=[O:16])[CH2:11][CH2:12][C:13]([OH:15])=[O:14])=O)(C)(C)C.Cl, predict the reaction product. The product is: [CH3:6][NH:8][O:9][C:10](=[O:16])[CH2:11][CH2:12][C:13]([OH:15])=[O:14]. (8) Given the reactants [N+:1]([C:4]1[CH:17]=[CH:16][C:7]([O:8][CH:9]2[CH2:14][CH2:13][N:12]([CH3:15])[CH2:11][CH2:10]2)=[C:6]([O:18][CH3:19])[CH:5]=1)([O-])=O.[H][H], predict the reaction product. The product is: [CH3:19][O:18][C:6]1[CH:5]=[C:4]([CH:17]=[CH:16][C:7]=1[O:8][CH:9]1[CH2:14][CH2:13][N:12]([CH3:15])[CH2:11][CH2:10]1)[NH2:1]. (9) Given the reactants C(O)(C(F)(F)F)=O.[OH:8][CH2:9][CH2:10][O:11][CH2:12][CH2:13][O:14][CH2:15][CH2:16][NH:17][C:18]([C:20]1[C:25]([O:26][CH3:27])=[CH:24][C:23]([NH:28]C(=O)OC(C)(C)C)=[CH:22][C:21]=1[O:36][CH3:37])=[O:19], predict the reaction product. The product is: [NH2:28][C:23]1[CH:22]=[C:21]([O:36][CH3:37])[C:20]([C:18]([NH:17][CH2:16][CH2:15][O:14][CH2:13][CH2:12][O:11][CH2:10][CH2:9][OH:8])=[O:19])=[C:25]([O:26][CH3:27])[CH:24]=1.